From a dataset of Peptide-MHC class I binding affinity with 185,985 pairs from IEDB/IMGT. Regression. Given a peptide amino acid sequence and an MHC pseudo amino acid sequence, predict their binding affinity value. This is MHC class I binding data. (1) The peptide sequence is VTPNNFSSI. The MHC is HLA-A23:01 with pseudo-sequence HLA-A23:01. The binding affinity (normalized) is 0.243. (2) The peptide sequence is SAAFEDLRLL. The MHC is HLA-A02:06 with pseudo-sequence HLA-A02:06. The binding affinity (normalized) is 0.0699. (3) The peptide sequence is SVKERGPAY. The MHC is HLA-B15:01 with pseudo-sequence HLA-B15:01. The binding affinity (normalized) is 0.521. (4) The peptide sequence is LAVLFINSI. The MHC is H-2-Kb with pseudo-sequence H-2-Kb. The binding affinity (normalized) is 0.634. (5) The peptide sequence is ETQSGALEV. The MHC is HLA-A68:02 with pseudo-sequence HLA-A68:02. The binding affinity (normalized) is 0.575.